Dataset: Catalyst prediction with 721,799 reactions and 888 catalyst types from USPTO. Task: Predict which catalyst facilitates the given reaction. Reactant: [O:1]=[CH:2][CH2:3][CH2:4][NH:5][C:6]([C@H:8]1[C:13]([CH3:15])([CH3:14])[CH2:12][O:11][C:10]([CH3:17])([CH3:16])[O:9]1)=[O:7].[CH3:18][Mg+].[Br-]. Product: [OH:1][CH:2]([CH3:18])[CH2:3][CH2:4][NH:5][C:6]([C@H:8]1[C:13]([CH3:15])([CH3:14])[CH2:12][O:11][C:10]([CH3:17])([CH3:16])[O:9]1)=[O:7]. The catalyst class is: 1.